Predict the product of the given reaction. From a dataset of Forward reaction prediction with 1.9M reactions from USPTO patents (1976-2016). (1) Given the reactants [C:1]([C:3]1[CH:4]=[C:5]([S:9]([O-:12])(=[O:11])=[O:10])[CH:6]=[CH:7][CH:8]=1)#[N:2].[NH+:13]1[CH:18]=[CH:17][CH:16]=[CH:15][CH:14]=1.P12(SP3(SP(SP(S3)(S1)=S)(=S)S2)=S)=[S:20].[NH+]1C=CC=CC=1, predict the reaction product. The product is: [C:1]([C:3]1[CH:4]=[C:5]([S:9]([O-:12])(=[O:11])=[O:10])[CH:6]=[CH:7][CH:8]=1)(=[S:20])[NH2:2].[NH+:13]1[CH:18]=[CH:17][CH:16]=[CH:15][CH:14]=1. (2) Given the reactants [CH:1]1[CH:2]=[CH:3][C:4]2[S:14][C:13]3[CH:12]=[CH:11][C:10]([Cl:15])=[CH:9][C:8]=3[N:7]([CH2:16][CH2:17][CH2:18][N:19]3[CH2:24][CH2:23][N:22]([CH2:25][CH2:26][OH:27])[CH2:21][CH2:20]3)[C:5]=2[CH:6]=1.C1(CCCC(Cl)=O)C=CC=CC=1.[C:40]1([CH2:46][CH2:47][CH2:48][C:49]([OH:51])=[O:50])[CH:45]=[CH:44][CH:43]=[CH:42][CH:41]=1, predict the reaction product. The product is: [CH:1]1[CH:2]=[CH:3][C:4]2[S:14][C:13]3[CH:12]=[CH:11][C:10]([Cl:15])=[CH:9][C:8]=3[N:7]([CH2:16][CH2:17][CH2:18][N:19]3[CH2:24][CH2:23][N:22]([CH2:25][CH2:26][OH:27])[CH2:21][CH2:20]3)[C:5]=2[CH:6]=1.[C:40]1([CH2:46][CH2:47][CH2:48][C:49]([O-:51])=[O:50])[CH:45]=[CH:44][CH:43]=[CH:42][CH:41]=1. (3) The product is: [CH2:1]([N:8]1[CH2:13][CH2:12][N:11]([S:29]([C:20]2[CH:21]=[CH:22][C:23]3[C:28](=[CH:27][CH:26]=[CH:25][CH:24]=3)[CH:19]=2)(=[O:31])=[O:30])[CH2:10][CH:9]1[C:14]([O:16][CH2:17][CH3:18])=[O:15])[C:2]1[CH:3]=[CH:4][CH:5]=[CH:6][CH:7]=1. Given the reactants [CH2:1]([N:8]1[CH2:13][CH2:12][NH:11][CH2:10][CH:9]1[C:14]([O:16][CH2:17][CH3:18])=[O:15])[C:2]1[CH:7]=[CH:6][CH:5]=[CH:4][CH:3]=1.[CH:19]1[C:28]2[C:23](=[CH:24][CH:25]=[CH:26][CH:27]=2)[CH:22]=[CH:21][C:20]=1[S:29](Cl)(=[O:31])=[O:30], predict the reaction product. (4) Given the reactants Br[C:2]1[CH:7]=[CH:6][C:5]([C:8]([N:10]2[CH2:15][CH2:14][N:13]([C:16]3[C:21]([CH3:22])=[CH:20][C:19]([CH3:23])=[CH:18][N:17]=3)[CH2:12][CH2:11]2)=[O:9])=[C:4]([N:24]2[CH2:28][CH2:27][CH2:26][S:25]2(=[O:30])=[O:29])[CH:3]=1.[CH3:31][C:32]1([CH3:38])[CH2:36][O:35][C:34](=[O:37])[NH:33]1, predict the reaction product. The product is: [CH3:22][C:21]1[C:16]([N:13]2[CH2:14][CH2:15][N:10]([C:8]([C:5]3[CH:6]=[CH:7][C:2]([N:33]4[C:32]([CH3:38])([CH3:31])[CH2:36][O:35][C:34]4=[O:37])=[CH:3][C:4]=3[N:24]3[CH2:28][CH2:27][CH2:26][S:25]3(=[O:30])=[O:29])=[O:9])[CH2:11][CH2:12]2)=[N:17][CH:18]=[C:19]([CH3:23])[CH:20]=1. (5) Given the reactants [F:1][C:2]1[CH:7]=[C:6]([F:8])[C:5]([F:9])=[CH:4][C:3]=1[S:10](Cl)(=[O:12])=[O:11].S([O-])([O-])=O.[Na+].[Na+].[C:20](=O)(O)[O-].[Na+].BrCC(O)=O, predict the reaction product. The product is: [F:9][C:5]1[CH:4]=[C:3]([S:10]([CH3:20])(=[O:12])=[O:11])[C:2]([F:1])=[CH:7][C:6]=1[F:8]. (6) Given the reactants C(S(C1C=CC(CNC(C2C=C3C(=CC=2)C(C(C)C)NC3)=O)=NC=1)(=O)=O)C.[CH:28]([CH:31]1[C:39]2[C:34](=[CH:35][C:36]([C:40](=[O:53])[NH:41][CH2:42][CH:43]3[CH2:48][CH2:47][N:46]([S:49]([CH3:52])(=[O:51])=[O:50])[CH2:45][CH2:44]3)=[CH:37][CH:38]=2)[CH2:33][N:32]1C(OC(C)(C)C)=O)([CH3:30])[CH3:29].C([C@H]1C2C(=CC(C(=O)NCC3CCN(S(C)(=O)=O)CC3)=CC=2)CN1C(OC(C)(C)C)=O)(C)C.C([C@@H]1C2C(=CC(C(=O)NCC3CCN(S(C)(=O)=O)CC3)=CC=2)CN1C(OC(C)(C)C)=O)(C)C, predict the reaction product. The product is: [CH:28]([C@H:31]1[C:39]2[C:34](=[CH:35][C:36]([C:40]([NH:41][CH2:42][CH:43]3[CH2:44][CH2:45][N:46]([S:49]([CH3:52])(=[O:51])=[O:50])[CH2:47][CH2:48]3)=[O:53])=[CH:37][CH:38]=2)[CH2:33][NH:32]1)([CH3:30])[CH3:29].